Dataset: Reaction yield outcomes from USPTO patents with 853,638 reactions. Task: Predict the reaction yield, written as a fraction of the theoretical maximum amount of product (1.0 means a 100% yield; for example, 0.34 means a 34% yield). The reactants are C1(P(C2C=CC=CC=2)C2C=CC=CC=2)C=CC=CC=1.N(C(OC(C)C)=O)=NC(OC(C)C)=O.[N:34]1([CH2:39][CH2:40][OH:41])[CH2:38][CH2:37][CH2:36][CH2:35]1.[CH3:42][O:43][C:44]1[CH:49]=[C:48]([C:50]2[CH:51]=[C:52]3[C:58]([C:59]4[CH:64]=[CH:63][CH:62]=[CH:61][C:60]=4[O:65][CH3:66])=[CH:57][NH:56][C:53]3=[N:54][CH:55]=2)[CH:47]=[CH:46][C:45]=1O. The catalyst is C(Cl)Cl. The product is [CH3:66][O:65][C:60]1[CH:61]=[CH:62][CH:63]=[CH:64][C:59]=1[C:58]1[C:52]2[C:53](=[N:54][CH:55]=[C:50]([C:48]3[CH:47]=[CH:46][C:45]([O:41][CH2:40][CH2:39][N:34]4[CH2:38][CH2:37][CH2:36][CH2:35]4)=[C:44]([O:43][CH3:42])[CH:49]=3)[CH:51]=2)[NH:56][CH:57]=1. The yield is 0.0800.